From a dataset of Full USPTO retrosynthesis dataset with 1.9M reactions from patents (1976-2016). Predict the reactants needed to synthesize the given product. (1) Given the product [CH3:41][O:40][C:38]1[CH:37]=[CH:36][C:34]2[C:33]([CH:39]=1)=[CH:32][CH:31]=[C:30]1[C:50]=2[N:49]([CH2:51][CH:2]([NH2:1])[CH3:3])[N:28]=[CH:29]1, predict the reactants needed to synthesize it. The reactants are: [NH:1]1CCC[CH2:3][CH2:2]1.C1C2C(COC(=O)NC(N3C4[C:30](=[CH:31][CH:32]=[C:33]5[CH:39]=[C:38]([O:40][CH3:41])[CH:37]=[CH:36][C:34]5=4)[CH:29]=[N:28]3)(C)C)C3C(=CC=CC=3)C=2C=CC=1.C([O-])(O)=O.[Na+].C[N:49]([CH:51]=O)[CH3:50]. (2) Given the product [C:19]([N:22]1[CH2:27][CH2:26][N:25]([CH2:28][C:29]2[CH:30]=[C:31]([NH:32][C:2]3[N:7]=[C:6]([N:8]4[CH:12]=[CH:11][N:10]=[C:9]4[C:13]4[CH:18]=[CH:17][CH:16]=[CH:15][CH:14]=4)[CH:5]=[CH:4][N:3]=3)[CH:33]=[CH:34][CH:35]=2)[CH2:24][CH2:23]1)(=[O:21])[CH3:20], predict the reactants needed to synthesize it. The reactants are: Cl[C:2]1[N:7]=[C:6]([N:8]2[CH:12]=[CH:11][N:10]=[C:9]2[C:13]2[CH:18]=[CH:17][CH:16]=[CH:15][CH:14]=2)[CH:5]=[CH:4][N:3]=1.[C:19]([N:22]1[CH2:27][CH2:26][N:25]([CH2:28][C:29]2[CH:30]=[C:31]([CH:33]=[CH:34][CH:35]=2)[NH2:32])[CH2:24][CH2:23]1)(=[O:21])[CH3:20].C(N(CC)C(C)C)(C)C.